Dataset: Full USPTO retrosynthesis dataset with 1.9M reactions from patents (1976-2016). Task: Predict the reactants needed to synthesize the given product. (1) Given the product [F:33][C:24]1[CH:25]=[C:26]([CH:31]=[CH:32][C:23]=1[C:18]1[CH:19]=[C:20]2[C:15](=[CH:16][CH:17]=1)[C:14](=[O:34])[N:13]([C@@H:10]1[CH2:11][CH2:12][NH:8][CH2:9]1)[CH2:22][CH2:21]2)[C:27]([O:29][CH3:30])=[O:28], predict the reactants needed to synthesize it. The reactants are: C([N:8]1[CH2:12][CH2:11][C@@H:10]([N:13]2[CH2:22][CH2:21][C:20]3[C:15](=[CH:16][CH:17]=[C:18]([C:23]4[CH:32]=[CH:31][C:26]([C:27]([O:29][CH3:30])=[O:28])=[CH:25][C:24]=4[F:33])[CH:19]=3)[C:14]2=[O:34])[CH2:9]1)C1C=CC=CC=1. (2) Given the product [Si:18]([O:8][CH2:7][CH2:6][C:4]1[N:3]=[CH:2][NH:1][CH:5]=1)([C:15]([CH3:17])([CH3:16])[CH3:14])([C:25]1[CH:26]=[CH:27][CH:28]=[CH:29][CH:30]=1)[C:19]1[CH:24]=[CH:23][CH:22]=[CH:21][CH:20]=1, predict the reactants needed to synthesize it. The reactants are: [NH:1]1[CH:5]=[C:4]([CH2:6][CH2:7][OH:8])[N:3]=[CH:2]1.N1C=CN=C1.[CH3:14][C:15]([Si:18](Cl)([C:25]1[CH:30]=[CH:29][CH:28]=[CH:27][CH:26]=1)[C:19]1[CH:24]=[CH:23][CH:22]=[CH:21][CH:20]=1)([CH3:17])[CH3:16]. (3) Given the product [CH3:1][C:2]1[C:7]([C:8]2[C:9]3[CH:16]=[C:15]([CH2:17][O:18][C:19]4[CH:24]=[CH:23][C:22]([C:25]5([CH2:30][C:31]([OH:33])=[O:32])[CH2:26][C:27](=[O:29])[CH2:28]5)=[CH:21][CH:20]=4)[CH:14]=[CH:13][C:10]=3[S:11][CH:12]=2)=[CH:6][CH:5]=[CH:4][N:3]=1, predict the reactants needed to synthesize it. The reactants are: [CH3:1][C:2]1[C:7]([C:8]2[C:9]3[CH:16]=[C:15]([CH2:17][O:18][C:19]4[CH:24]=[CH:23][C:22]([C:25]5([CH2:30][C:31]([O:33]CC)=[O:32])[CH2:28][C:27](=[O:29])[CH2:26]5)=[CH:21][CH:20]=4)[CH:14]=[CH:13][C:10]=3[S:11][CH:12]=2)=[CH:6][CH:5]=[CH:4][N:3]=1.[OH-].[Na+].Cl. (4) Given the product [Na+:20].[C:1]([C:3]1[CH:8]=[CH:7][C:6]([NH:9][S:10](=[O:11])(=[O:12])[O-:13])=[C:5]([O:14][CH3:15])[CH:4]=1)#[N:2], predict the reactants needed to synthesize it. The reactants are: [C:1]([C:3]1[CH:8]=[CH:7][C:6]([NH:9][S:10](=[O:13])(=[O:12])[OH:11])=[C:5]([O:14][CH3:15])[CH:4]=1)#[N:2].C(=O)([O-])[O-].[Na+:20].[Na+]. (5) Given the product [OH:2][C:3]1[CH:36]=[CH:35][C:6]([CH2:7][CH2:8][C:9]2[CH:14]=[CH:13][CH:12]=[CH:11][C:10]=2[C:15]2[N:20]=[C:19]([N:21]3[C:25]([C:26]([F:29])([F:28])[F:27])=[C:24]([C:30]([O:32][CH2:33][CH3:34])=[O:31])[CH:23]=[N:22]3)[CH:18]=[CH:17][CH:16]=2)=[C:5]([CH3:37])[CH:4]=1, predict the reactants needed to synthesize it. The reactants are: C[O:2][C:3]1[CH:36]=[CH:35][C:6]([CH2:7][CH2:8][C:9]2[CH:14]=[CH:13][CH:12]=[CH:11][C:10]=2[C:15]2[N:20]=[C:19]([N:21]3[C:25]([C:26]([F:29])([F:28])[F:27])=[C:24]([C:30]([O:32][CH2:33][CH3:34])=[O:31])[CH:23]=[N:22]3)[CH:18]=[CH:17][CH:16]=2)=[C:5]([CH3:37])[CH:4]=1.B(Br)(Br)Br.